Task: Predict the reaction yield, written as a fraction of the theoretical maximum amount of product (1.0 means a 100% yield; for example, 0.34 means a 34% yield).. Dataset: Reaction yield outcomes from USPTO patents with 853,638 reactions (1) The reactants are Br[CH:2]([C:6]1[CH:11]=[CH:10][CH:9]=[C:8]([O:12][CH3:13])[CH:7]=1)[C:3](=O)[CH3:4].[NH2:14][C:15]([NH2:17])=[S:16]. The catalyst is CCO. The product is [CH3:13][O:12][C:8]1[CH:7]=[C:6]([C:2]2[S:16][C:15]([NH2:17])=[N:14][C:3]=2[CH3:4])[CH:11]=[CH:10][CH:9]=1. The yield is 0.680. (2) The reactants are [NH2:1][C:2]1[CH:9]=[CH:8][C:5]([C:6]#[N:7])=[C:4]([C:10]([F:13])([F:12])[F:11])[CH:3]=1.N1C=CC=CC=1.Cl[C:21](OC1C=CC=CC=1)=[O:22].[Cl:30][C:31]1[CH:37]=[C:36]([O:38][C:39]2[C:40]3[N:47]([CH3:48])[CH:46]=[CH:45][C:41]=3[N:42]=[CH:43][N:44]=2)[CH:35]=[CH:34][C:32]=1[NH2:33]. The catalyst is CN1CCCC1=O. The product is [Cl:30][C:31]1[CH:37]=[C:36]([O:38][C:39]2[C:40]3[N:47]([CH3:48])[CH:46]=[CH:45][C:41]=3[N:42]=[CH:43][N:44]=2)[CH:35]=[CH:34][C:32]=1[NH:33][C:21]([NH:1][C:2]1[CH:9]=[CH:8][C:5]([C:6]#[N:7])=[C:4]([C:10]([F:11])([F:12])[F:13])[CH:3]=1)=[O:22]. The yield is 0.370. (3) The reactants are [CH3:1][O:2][C:3]1[CH:8]=[CH:7][CH:6]=[CH:5][C:4]=1[C:9]1[N:18]=[C:17]([NH:19][C@@H:20]2[CH2:24][N:23]([C:25]([O:27][C:28]([CH3:31])([CH3:30])[CH3:29])=[O:26])[C@@H:22]([C:32]([O:34]C)=[O:33])[CH2:21]2)[C:16]2[C:11](=[CH:12][CH:13]=[CH:14][CH:15]=2)[N:10]=1.O.[OH-].[Li+].O1CCOCC1.Cl. The catalyst is O. The product is [C:28]([O:27][C:25]([N:23]1[CH2:24][C@@H:20]([NH:19][C:17]2[C:16]3[C:11](=[CH:12][CH:13]=[CH:14][CH:15]=3)[N:10]=[C:9]([C:4]3[CH:5]=[CH:6][CH:7]=[CH:8][C:3]=3[O:2][CH3:1])[N:18]=2)[CH2:21][C@@H:22]1[C:32]([OH:34])=[O:33])=[O:26])([CH3:31])([CH3:29])[CH3:30]. The yield is 0.950. (4) The reactants are [Cl-].O[NH3+:3].[C:4](=[O:7])([O-])[OH:5].[Na+].CS(C)=O.[CH2:13]([C:17]1[N:18]=[C:19]([CH2:48][CH2:49][O:50][CH3:51])[N:20]([C:39]2[CH:40]=[CH:41][C:42]3[O:46][CH2:45][CH2:44][C:43]=3[CH:47]=2)[C:21](=[O:38])[C:22]=1[CH2:23][C:24]1[CH:29]=[CH:28][C:27]([C:30]2[C:31]([C:36]#[N:37])=[CH:32][CH:33]=[CH:34][CH:35]=2)=[CH:26][CH:25]=1)[CH2:14][CH2:15][CH3:16]. The catalyst is C(OCC)(=O)C. The product is [CH2:13]([C:17]1[N:18]=[C:19]([CH2:48][CH2:49][O:50][CH3:51])[N:20]([C:39]2[CH:40]=[CH:41][C:42]3[O:46][CH2:45][CH2:44][C:43]=3[CH:47]=2)[C:21](=[O:38])[C:22]=1[CH2:23][C:24]1[CH:25]=[CH:26][C:27]([C:30]2[CH:35]=[CH:34][CH:33]=[CH:32][C:31]=2[C:36]2[NH:3][C:4](=[O:7])[O:5][N:37]=2)=[CH:28][CH:29]=1)[CH2:14][CH2:15][CH3:16]. The yield is 0.550. (5) The reactants are O.[C:2]1(C)C=CC(S(O)(=O)=O)=C[CH:3]=1.[N:13]1[CH:18]=[CH:17][C:16]([CH:19]=[O:20])=[CH:15][CH:14]=1.C([O-])([O-])[O:22][CH2:23][CH3:24]. The catalyst is C(O)C. The product is [CH2:2]([O:20][CH:19]([O:22][CH2:23][CH3:24])[C:16]1[CH:17]=[CH:18][N:13]=[CH:14][CH:15]=1)[CH3:3]. The yield is 0.972. (6) The reactants are [Cl-].O[NH3+:3].[C:4](=[O:7])([O-])[OH:5].[Na+].CS(C)=O.[CH2:13]([C:15]1[N:16]([C:40]2[CH:45]=[CH:44][C:43]([O:46][C@@H:47]3[CH2:52][CH2:51][CH2:50][CH2:49][C@H:48]3[OH:53])=[CH:42][CH:41]=2)[C:17](=[O:39])[C:18]([CH2:24][C:25]2[CH:30]=[CH:29][C:28]([C:31]3[C:32]([C:37]#[N:38])=[CH:33][CH:34]=[CH:35][CH:36]=3)=[CH:27][CH:26]=2)=[C:19]([CH2:21][CH2:22][CH3:23])[N:20]=1)[CH3:14]. The catalyst is O. The product is [CH2:13]([C:15]1[N:16]([C:40]2[CH:45]=[CH:44][C:43]([O:46][C@@H:47]3[CH2:52][CH2:51][CH2:50][CH2:49][C@H:48]3[OH:53])=[CH:42][CH:41]=2)[C:17](=[O:39])[C:18]([CH2:24][C:25]2[CH:26]=[CH:27][C:28]([C:31]3[CH:36]=[CH:35][CH:34]=[CH:33][C:32]=3[C:37]3[NH:3][C:4](=[O:7])[O:5][N:38]=3)=[CH:29][CH:30]=2)=[C:19]([CH2:21][CH2:22][CH3:23])[N:20]=1)[CH3:14]. The yield is 0.550. (7) The reactants are [CH3:1][C:2]([O:5][C:6]([N:8]1[CH2:13][CH2:12][CH2:11][CH2:10][C@H:9]1[CH2:14][C:15]([OH:17])=[O:16])=[O:7])([CH3:4])[CH3:3].[CH3:18]CN(C(C)C)C(C)C.CN(C(ON1N=NC2C=CC=CC1=2)=[N+](C)C)C.[B-](F)(F)(F)F.CO. The catalyst is [Cl-].[Na+].O.CN(C=O)C. The product is [CH3:18][O:16][C:15](=[O:17])[CH2:14][C@@H:9]1[CH2:10][CH2:11][CH2:12][CH2:13][N:8]1[C:6]([O:5][C:2]([CH3:1])([CH3:3])[CH3:4])=[O:7]. The yield is 0.950. (8) The reactants are Br[CH2:2][CH2:3][CH2:4][CH2:5][CH2:6][CH2:7][CH2:8][CH2:9][CH:10]=[CH:11][CH2:12][CH:13]=[CH:14][CH2:15][CH2:16][CH2:17][CH2:18][CH3:19].[C:20]([CH2:22][CH2:23][CH2:24][CH2:25][CH2:26][CH2:27][CH2:28][CH2:29][CH:30]=[CH:31][CH2:32][CH:33]=[CH:34][CH2:35][CH2:36][CH2:37][CH2:38][CH3:39])#N.CC[O:42]CC. The product is [CH3:19][CH2:18][CH2:17][CH2:16][CH2:15][CH:14]=[CH:13][CH2:12][CH:11]=[CH:10][CH2:9][CH2:8][CH2:7][CH2:6][CH2:5][CH2:4][CH2:3][CH2:2][C:20](=[O:42])[CH2:22][CH2:23][CH2:24][CH2:25][CH2:26][CH2:27][CH2:28][CH2:29][CH:30]=[CH:31][CH2:32][CH:33]=[CH:34][CH2:35][CH2:36][CH2:37][CH2:38][CH3:39]. The catalyst is II. The yield is 0.740.